From a dataset of Reaction yield outcomes from USPTO patents with 853,638 reactions. Predict the reaction yield, written as a fraction of the theoretical maximum amount of product (1.0 means a 100% yield; for example, 0.34 means a 34% yield). (1) The reactants are [ClH:1].[C:2]1([N:8]([CH2:32][CH2:33][C:34]([O:36]CC)=[O:35])[C:9]([C:11]2[CH:12]=[C:13]3[N:19]=[C:18]([CH2:20][S:21][C:22]4[CH:27]=[CH:26][C:25]([C:28](=[NH:30])[NH2:29])=[CH:24][CH:23]=4)[N:17]([CH3:31])[C:14]3=[N:15][CH:16]=2)=[O:10])[CH:7]=[CH:6][CH:5]=[CH:4][CH:3]=1.[OH-].[Na+].N. The catalyst is C(OCC)(=O)C. The product is [ClH:1].[C:2]1([N:8]([CH2:32][CH2:33][C:34]([OH:36])=[O:35])[C:9]([C:11]2[CH:12]=[C:13]3[N:19]=[C:18]([CH2:20][S:21][C:22]4[CH:27]=[CH:26][C:25]([C:28](=[NH:29])[NH2:30])=[CH:24][CH:23]=4)[N:17]([CH3:31])[C:14]3=[N:15][CH:16]=2)=[O:10])[CH:7]=[CH:6][CH:5]=[CH:4][CH:3]=1. The yield is 0.880. (2) The reactants are [CH3:1][Si:2]([CH3:29])([CH3:28])[CH2:3][CH2:4][O:5][CH2:6][N:7]1[C:11]2[N:12]=[CH:13][N:14]=[C:15]([C:16]3[CH:17]=[N:18][N:19]([CH:21]([CH2:25][CH2:26][OH:27])[CH2:22][CH2:23][OH:24])[CH:20]=3)[C:10]=2[CH:9]=[CH:8]1.C(Cl)Cl.[CH3:33][S:34](Cl)(=[O:36])=[O:35]. The catalyst is O. The product is [CH3:33][S:34]([O:27][CH2:26][CH2:25][CH:21]([N:19]1[CH:20]=[C:16]([C:15]2[C:10]3[CH:9]=[CH:8][N:7]([CH2:6][O:5][CH2:4][CH2:3][Si:2]([CH3:1])([CH3:28])[CH3:29])[C:11]=3[N:12]=[CH:13][N:14]=2)[CH:17]=[N:18]1)[CH2:22][CH2:23][O:24][S:34]([CH3:33])(=[O:36])=[O:35])(=[O:36])=[O:35]. The yield is 0.800. (3) The reactants are FC1C=C(C2N=C(SC)N=C(N3CCOC[C@@H]3C)C=2)C=NC=1.Cl[C:24]1[CH:29]=[C:28]([C:30]2[CH:35]=[C:34]([F:36])[CH:33]=[CH:32][C:31]=2[S:37]([CH3:40])(=[O:39])=[O:38])[N:27]=[C:26]([N:41]2[CH2:46][CH2:45][O:44][CH2:43][C@@H:42]2[CH3:47])[N:25]=1.[F:48][CH2:49][CH2:50][NH:51][C:52]([NH:54][C:55]1[CH:60]=[CH:59][C:58](B2OC(C)(C)C(C)(C)O2)=[CH:57][CH:56]=1)=[O:53]. No catalyst specified. The product is [F:36][C:34]1[CH:33]=[CH:32][C:31]([S:37]([CH3:40])(=[O:39])=[O:38])=[C:30]([C:28]2[N:27]=[C:26]([N:41]3[CH2:46][CH2:45][O:44][CH2:43][C@@H:42]3[CH3:47])[N:25]=[C:24]([C:58]3[CH:57]=[CH:56][C:55]([NH:54][C:52]([NH:51][CH2:50][CH2:49][F:48])=[O:53])=[CH:60][CH:59]=3)[CH:29]=2)[CH:35]=1. The yield is 0.220. (4) The reactants are [C:1]([C:3]1[CH:12]=[CH:11][C:6]([C:7]([O:9][CH3:10])=[O:8])=[CH:5][CH:4]=1)#[N:2].[C:13]([Cl:16])(=[O:15])[CH3:14]. The catalyst is CCO. The product is [ClH:16].[CH2:13]([O:15][C:1](=[NH:2])[C:3]1[CH:12]=[CH:11][C:6]([C:7]([O:9][CH3:10])=[O:8])=[CH:5][CH:4]=1)[CH3:14]. The yield is 0.850. (5) The reactants are [O:1]=[C:2]1[NH:6][C:5](=[O:7])[CH:4]([CH2:8][C:9]2[CH:10]=[CH:11][C:12]([OH:19])=[C:13]([CH:18]=2)[C:14]([O:16][CH3:17])=[O:15])[S:3]1.C(=O)([O-])[O-].[Cs+].[Cs+].CS(O[CH2:31][CH2:32][N:33]1[C:37]2[CH:38]=[CH:39][CH:40]=[CH:41][C:36]=2[N:35]=[C:34]1[CH2:42][CH2:43][CH2:44][CH2:45][CH:46]1[CH2:51][CH2:50][CH2:49][CH2:48][CH2:47]1)(=O)=O.O. The catalyst is CN(C=O)C. The product is [CH:46]1([CH2:45][CH2:44][CH2:43][CH2:42][C:34]2[N:33]([CH2:32][CH2:31][O:19][C:12]3[CH:11]=[CH:10][C:9]([CH2:8][CH:4]4[S:3][C:2](=[O:1])[NH:6][C:5]4=[O:7])=[CH:18][C:13]=3[C:14]([O:16][CH3:17])=[O:15])[C:37]3[CH:38]=[CH:39][CH:40]=[CH:41][C:36]=3[N:35]=2)[CH2:51][CH2:50][CH2:49][CH2:48][CH2:47]1. The yield is 0.430. (6) The yield is 0.610. The product is [CH2:1]([S:3][C:4]1[CH:12]=[CH:11][C:10]([S:13]([CH3:16])(=[O:15])=[O:14])=[CH:9][C:5]=1[C:6]([N:62]1[CH2:63][CH2:64][N:59]([C:50]2[C:49]([F:48])=[CH:54][C:53]([C:55]([F:58])([F:57])[F:56])=[CH:52][N:51]=2)[CH2:60][CH2:61]1)=[O:8])[CH3:2]. The catalyst is O1CCCC1.C(OCC)(=O)C.CCCCCCC. The reactants are [CH2:1]([S:3][C:4]1[CH:12]=[CH:11][C:10]([S:13]([CH3:16])(=[O:15])=[O:14])=[CH:9][C:5]=1[C:6]([OH:8])=O)[CH3:2].CN(C(ON1N=NC2C=CC=CC1=2)=[N+](C)C)C.[B-](F)(F)(F)F.C(N(C(C)C)C(C)C)C.[F:48][C:49]1[C:50]([N:59]2[CH2:64][CH2:63][NH:62][CH2:61][CH2:60]2)=[N:51][CH:52]=[C:53]([C:55]([F:58])([F:57])[F:56])[CH:54]=1. (7) The reactants are [CH3:1][O:2][C:3]1[CH:8]=[CH:7][C:6]([CH2:9][C:10]([O:12][CH2:13][C:14]([C:16]2[CH:21]=[CH:20][C:19]([O:22][CH2:23][C:24]3[CH:29]=[CH:28][CH:27]=[CH:26][CH:25]=3)=[CH:18][CH:17]=2)=O)=[O:11])=[CH:5][CH:4]=1.[H-].[Na+]. The catalyst is CN(C=O)C. The product is [CH2:23]([O:22][C:19]1[CH:20]=[CH:21][C:16]([C:14]2[CH2:13][O:12][C:10](=[O:11])[C:9]=2[C:6]2[CH:7]=[CH:8][C:3]([O:2][CH3:1])=[CH:4][CH:5]=2)=[CH:17][CH:18]=1)[C:24]1[CH:29]=[CH:28][CH:27]=[CH:26][CH:25]=1. The yield is 0.840. (8) The reactants are [Cl:1][CH2:2][C:3]1[N:4]=[C:5]2[S:12][CH:11]=[C:10]([CH:13]=O)[N:6]2[C:7](=[O:9])[CH:8]=1.[C:15]([CH2:17][C:18]([O:20][CH2:21][CH3:22])=[O:19])#[N:16]. The catalyst is C(Cl)Cl.N1CCCCC1. The product is [Cl:1][CH2:2][C:3]1[N:4]=[C:5]2[S:12][CH:11]=[C:10](/[CH:13]=[C:17](\[C:15]#[N:16])/[C:18]([O:20][CH2:21][CH3:22])=[O:19])[N:6]2[C:7](=[O:9])[CH:8]=1. The yield is 0.580. (9) The reactants are [CH2:1]([O:8][C:9]1[C:14]([C:15]([CH3:18])([CH3:17])[CH3:16])=[CH:13][CH:12]=[CH:11][C:10]=1[C:19]1[CH:24]=[CH:23][CH:22]=[C:21]([C:25]([C:28]2[CH:33]=[CH:32][CH:31]=[CH:30][C:29]=2[O:34][CH3:35])(O)[CH3:26])[CH:20]=1)[C:2]1[CH:7]=[CH:6][CH:5]=[CH:4][CH:3]=1.C1(C)C=CC(S(O)(=O)=O)=CC=1. The catalyst is C1(C)C=CC=CC=1.C(OCC)(=O)C. The product is [CH2:1]([O:8][C:9]1[C:14]([C:15]([CH3:17])([CH3:16])[CH3:18])=[CH:13][CH:12]=[CH:11][C:10]=1[C:19]1[CH:24]=[CH:23][CH:22]=[C:21]([C:25]([C:28]2[CH:33]=[CH:32][CH:31]=[CH:30][C:29]=2[O:34][CH3:35])=[CH2:26])[CH:20]=1)[C:2]1[CH:3]=[CH:4][CH:5]=[CH:6][CH:7]=1. The yield is 0.780. (10) The reactants are [Cl:1][C:2]1[CH:7]=[CH:6][N:5]=[CH:4][CH:3]=1.OS(O)(=O)=O.OO.[CH3:15][NH:16][CH:17]=[O:18]. No catalyst specified. The product is [Cl:1][C:2]1[CH:7]=[CH:6][N:5]=[C:4]([C:17]([NH:16][CH3:15])=[O:18])[CH:3]=1. The yield is 0.0530.